From a dataset of Reaction yield outcomes from USPTO patents with 853,638 reactions. Predict the reaction yield, written as a fraction of the theoretical maximum amount of product (1.0 means a 100% yield; for example, 0.34 means a 34% yield). The reactants are S(=O)(=O)(O)O.[NH2:6][C:7]1[N:15]=[C:14]([Cl:16])[CH:13]=[CH:12][C:8]=1[C:9]([OH:11])=[O:10].[C:17](=O)(O)[O-].[Na+]. The catalyst is CO. The product is [CH3:17][O:10][C:9](=[O:11])[C:8]1[CH:12]=[CH:13][C:14]([Cl:16])=[N:15][C:7]=1[NH2:6]. The yield is 0.680.